From a dataset of Catalyst prediction with 721,799 reactions and 888 catalyst types from USPTO. Predict which catalyst facilitates the given reaction. (1) The catalyst class is: 1. Reactant: [F:1][C:2]([F:53])([F:52])[C:3]1[CH:4]=[C:5]([C@H:13]2[O:17][C:16](=[O:18])[N:15]([CH2:19][C:20]3[C:25]([C:26]4[CH:27]=[C:28]([C:34]5[CH:43]=[CH:42][C:37]([C:38]([NH:40][NH2:41])=[O:39])=[CH:36][C:35]=5[CH3:44])[CH:29]=[N:30][C:31]=4[O:32][CH3:33])=[CH:24][N:23]=[C:22]([N:45]4[CH2:50][CH2:49][O:48][CH2:47][CH2:46]4)[N:21]=3)[C@H:14]2[CH3:51])[CH:6]=[C:7]([C:9]([F:12])([F:11])[F:10])[CH:8]=1.C1N=CN([C:59](N2C=NC=C2)=[O:60])C=1. Product: [F:53][C:2]([F:1])([F:52])[C:3]1[CH:4]=[C:5]([C@H:13]2[O:17][C:16](=[O:18])[N:15]([CH2:19][C:20]3[C:25]([C:26]4[CH:27]=[C:28]([C:34]5[CH:43]=[CH:42][C:37]([C:38]6[O:39][C:59](=[O:60])[NH:41][N:40]=6)=[CH:36][C:35]=5[CH3:44])[CH:29]=[N:30][C:31]=4[O:32][CH3:33])=[CH:24][N:23]=[C:22]([N:45]4[CH2:46][CH2:47][O:48][CH2:49][CH2:50]4)[N:21]=3)[C@H:14]2[CH3:51])[CH:6]=[C:7]([C:9]([F:12])([F:11])[F:10])[CH:8]=1. (2) Reactant: [F:1][C:2]1[CH:3]=[CH:4][C:5]([C@@H:8]([S:10][C:11]2[N:12]=[C:13]([NH:22][C@H:23]([CH2:26][CH:27]([CH3:29])[CH3:28])[CH2:24][OH:25])[C:14]3[S:19][C:18]([O:20]C)=[N:17][C:15]=3[N:16]=2)[CH3:9])=[N:6][CH:7]=1. Product: [F:1][C:2]1[CH:3]=[CH:4][C:5]([C@@H:8]([S:10][C:11]2[N:12]=[C:13]([NH:22][C@@H:23]([CH2:24][OH:25])[CH2:26][CH:27]([CH3:28])[CH3:29])[C:14]3[S:19][C:18](=[O:20])[NH:17][C:15]=3[N:16]=2)[CH3:9])=[N:6][CH:7]=1. The catalyst class is: 170. (3) Reactant: [CH3:1][S:2]([N:5]1[CH2:14][CH2:13][C:12]2[C:7](=[CH:8][CH:9]=[C:10]([C:15](OC)=[O:16])[CH:11]=2)[CH2:6]1)(=[O:4])=[O:3].[H-].[H-].[H-].[H-].[Li+].[Al+3].[O-]S([O-])(=O)=O.[Na+].[Na+]. Product: [CH3:1][S:2]([N:5]1[CH2:14][CH2:13][C:12]2[C:7](=[CH:8][CH:9]=[C:10]([CH2:15][OH:16])[CH:11]=2)[CH2:6]1)(=[O:4])=[O:3]. The catalyst class is: 1. (4) Reactant: [CH3:1][O:2][C:3]1[CH:9]=[CH:8][CH:7]=[C:5]([OH:6])[CH:4]=1.[OH:10][C:11]1[CH:16]=[CH:15][C:14]([CH2:17][C:18](O)=[O:19])=[CH:13][C:12]=1[O:21][CH3:22].C([O-])(=O)C.[Na+]. Product: [OH:6][C:5]1[CH:4]=[C:3]([O:2][CH3:1])[CH:9]=[CH:8][C:7]=1[C:18](=[O:19])[CH2:17][C:14]1[CH:15]=[CH:16][C:11]([OH:10])=[C:12]([O:21][CH3:22])[CH:13]=1. The catalyst class is: 27. (5) Reactant: C(Cl)(=O)C(Cl)=O.CS(C)=O.[CH2:11]([O:18][C@H:19]1[C@H:24]([O:25][CH2:26][C:27]2[CH:32]=[CH:31][CH:30]=[CH:29][CH:28]=2)[C@@H:23]([O:33][CH2:34][C:35]2[CH:40]=[CH:39][CH:38]=[CH:37][CH:36]=2)[C@@:22]([C:43]2[CH:48]=[CH:47][C:46]([Cl:49])=[C:45]([CH2:50][C:51]3[CH:56]=[CH:55][C:54]([O:57][CH2:58][CH:59]([F:61])[F:60])=[CH:53][CH:52]=3)[CH:44]=2)([O:41][CH3:42])[O:21][C@@H:20]1[CH2:62][OH:63])[C:12]1[CH:17]=[CH:16][CH:15]=[CH:14][CH:13]=1.C(N(CC)CC)C. Product: [CH2:11]([O:18][C@H:19]1[C@H:24]([O:25][CH2:26][C:27]2[CH:32]=[CH:31][CH:30]=[CH:29][CH:28]=2)[C@@H:23]([O:33][CH2:34][C:35]2[CH:40]=[CH:39][CH:38]=[CH:37][CH:36]=2)[C@@:22]([C:43]2[CH:48]=[CH:47][C:46]([Cl:49])=[C:45]([CH2:50][C:51]3[CH:52]=[CH:53][C:54]([O:57][CH2:58][CH:59]([F:60])[F:61])=[CH:55][CH:56]=3)[CH:44]=2)([O:41][CH3:42])[O:21][C@@H:20]1[CH:62]=[O:63])[C:12]1[CH:13]=[CH:14][CH:15]=[CH:16][CH:17]=1. The catalyst class is: 2. (6) Reactant: [Cl:1][C:2]1[CH:7]=[C:6]2[NH:8][C:9](=[O:40])[C:10]3([CH:15]([C:16]4[CH:21]=[C:20]([Cl:22])[CH:19]=[CH:18][C:17]=4[O:23][C:24]([C:27]([O:29]C)=[O:28])([CH3:26])[CH3:25])[CH2:14][C:13](=[O:31])[NH:12][CH:11]3[C:32]3[CH:37]=[C:36]([Cl:38])[CH:35]=[CH:34][C:33]=3[CH3:39])[C:5]2=[CH:4][CH:3]=1.[OH-].[Na+].O. Product: [Cl:1][C:2]1[CH:7]=[C:6]2[NH:8][C:9](=[O:40])[C:10]3([CH:15]([C:16]4[CH:21]=[C:20]([Cl:22])[CH:19]=[CH:18][C:17]=4[O:23][C:24]([C:27]([OH:29])=[O:28])([CH3:25])[CH3:26])[CH2:14][C:13](=[O:31])[NH:12][CH:11]3[C:32]3[CH:37]=[C:36]([Cl:38])[CH:35]=[CH:34][C:33]=3[CH3:39])[C:5]2=[CH:4][CH:3]=1. The catalyst class is: 5. (7) Reactant: [F:1][C:2]1[CH:3]=[CH:4][C:5]([O:9][C:10]2[CH:15]=[CH:14][CH:13]=[CH:12][CH:11]=2)=[C:6]([NH2:8])[CH:7]=1.[CH3:16][O:17][C:18]1[CH:19]=[CH:20][C:21]([O:26][CH2:27][CH2:28][O:29][S:30]([C:33]2[CH:39]=[CH:38][C:36]([CH3:37])=[CH:35][CH:34]=2)(=[O:32])=[O:31])=[C:22]([CH:25]=1)[CH:23]=O.[Na]. Product: [F:1][C:2]1[CH:3]=[CH:4][C:5]([O:9][C:10]2[CH:15]=[CH:14][CH:13]=[CH:12][CH:11]=2)=[C:6]([NH:8][CH2:23][C:22]2[CH:25]=[C:18]([O:17][CH3:16])[CH:19]=[CH:20][C:21]=2[O:26][CH2:27][CH2:28][O:29][S:30]([C:33]2[CH:34]=[CH:35][C:36]([CH3:37])=[CH:38][CH:39]=2)(=[O:32])=[O:31])[CH:7]=1. The catalyst class is: 701. (8) Reactant: [CH2:1]([C:3]1[CH:16]=[C:6]2[C:7]([C:13]([OH:15])=[O:14])=[CH:8][CH:9]=[C:10]([O:11][CH3:12])[N:5]2[N:4]=1)[CH3:2].[N+:17]([C:20]1[CH:25]=[CH:24][C:23](O)=[CH:22][CH:21]=1)([O-:19])=[O:18].Cl.CN(C)CCCN=C=NCC.CN(C1C=CC=CN=1)C. Product: [N+:17]([C:20]1[CH:25]=[CH:24][C:23]([O:14][C:13]([C:7]2[C:6]3[N:5]([N:4]=[C:3]([CH2:1][CH3:2])[CH:16]=3)[C:10]([O:11][CH3:12])=[CH:9][CH:8]=2)=[O:15])=[CH:22][CH:21]=1)([O-:19])=[O:18]. The catalyst class is: 46. (9) Product: [CH2:16]([N:23]1[CH2:28][CH2:27][CH:26]([C:29](=[O:30])[CH2:5][C:4]2[CH:7]=[CH:8][CH:9]=[CH:10][C:3]=2[C:2]([F:12])([F:11])[F:1])[CH2:25][CH2:24]1)[C:17]1[CH:22]=[CH:21][CH:20]=[CH:19][CH:18]=1. The catalyst class is: 5. Reactant: [F:1][C:2]([F:12])([F:11])[C:3]1[CH:10]=[CH:9][CH:8]=[CH:7][C:4]=1[CH:5]=O.C[O-].[K+].[CH2:16]([N:23]1[CH2:28][CH2:27][CH:26]([CH:29]=[O:30])[CH2:25][CH2:24]1)[C:17]1[CH:22]=[CH:21][CH:20]=[CH:19][CH:18]=1. (10) Reactant: [NH2:1][C:2]1[CH:3]=[C:4]([O:9][C:10]2[CH:15]=[CH:14][C:13]([CH:16]([OH:18])[CH3:17])=[CH:12][CH:11]=2)[CH:5]=[CH:6][C:7]=1[NH2:8].[CH:19](O)=O. Product: [NH:8]1[C:7]2[CH:6]=[CH:5][C:4]([O:9][C:10]3[CH:15]=[CH:14][C:13]([CH:16]([OH:18])[CH3:17])=[CH:12][CH:11]=3)=[CH:3][C:2]=2[N:1]=[CH:19]1. The catalyst class is: 7.